From a dataset of Retrosynthesis with 50K atom-mapped reactions and 10 reaction types from USPTO. Predict the reactants needed to synthesize the given product. (1) Given the product COc1cc2c(cc1OC)C(=O)C(CC1CCNCC1)C2, predict the reactants needed to synthesize it. The reactants are: COc1cc2c(cc1OC)C(=O)C(Cc1ccncc1)C2. (2) Given the product O=C1NCCN(N=Cc2ccc(Br)o2)C1=O, predict the reactants needed to synthesize it. The reactants are: NN1CCNC(=O)C1=O.O=Cc1ccc(Br)o1. (3) The reactants are: COc1ccc([N+](=O)[O-])c2c1CCCC(=O)N2. Given the product COc1ccc(N)c2c1CCCC(=O)N2, predict the reactants needed to synthesize it. (4) Given the product CCN(Cc1cc(C(F)(F)F)ccc1-c1cc(CC(=O)OC)ccc1OC)C(=O)COC, predict the reactants needed to synthesize it. The reactants are: CCNCc1cc(C(F)(F)F)ccc1-c1cc(CC(=O)OC)ccc1OC.COCC(=O)Cl. (5) Given the product Clc1ccc(SCCCCCCCBr)cc1, predict the reactants needed to synthesize it. The reactants are: BrCCCCCCCBr.Sc1ccc(Cl)cc1. (6) Given the product CNc1cc(Nc2cccc(C#N)c2)ncn1, predict the reactants needed to synthesize it. The reactants are: CNc1cc(Cl)ncn1.N#Cc1cccc(N)c1. (7) The reactants are: O=C(N[C@@H]1CCCc2c1ccc(CO)c2[N+](=O)[O-])C(F)(F)F. Given the product O=Cc1ccc2c(c1[N+](=O)[O-])CCC[C@H]2NC(=O)C(F)(F)F, predict the reactants needed to synthesize it. (8) Given the product NCCc1ccc(OC(F)(F)F)cc1, predict the reactants needed to synthesize it. The reactants are: N#CCc1ccc(OC(F)(F)F)cc1.